From a dataset of Forward reaction prediction with 1.9M reactions from USPTO patents (1976-2016). Predict the product of the given reaction. (1) The product is: [OH:9][C@H:8]1[C@@H:10]2[CH2:11][N:12]([CH2:13][CH2:14][CH2:15]2)[C:16]2=[N:17][N:18]([C:19](=[O:22])[CH:20]=[CH:21]2)[CH2:23][C:24]2=[CH:25][C:26](=[CH:30][CH:31]=[CH:32]2)[C:27](=[O:29])[NH:1][C:2]2[N:6]([C:5]3[CH:33]=[CH:34][CH:35]=[CH:36][C:4]=3[N:3]=2)[CH2:7]1. Given the reactants [NH2:1][C:2]1[N:6]([CH2:7][CH:8]([CH:10]2[CH2:15][CH2:14][CH2:13][N:12]([C:16]3[CH:21]=[CH:20][C:19](=[O:22])[N:18]([CH2:23][C:24]4[CH:25]=[C:26]([CH:30]=[CH:31][CH:32]=4)[C:27]([O-:29])=O)[N:17]=3)[CH2:11]2)[OH:9])[C:5]2[CH:33]=[CH:34][CH:35]=[CH:36][C:4]=2[N:3]=1.[K+].ON1C2N=CC=CC=2N=N1.CN(C(ON1N=NC2C=CC=NC1=2)=[N+](C)C)C.F[P-](F)(F)(F)(F)F.C(N(CC)C(C)C)(C)C, predict the reaction product. (2) Given the reactants [F:1][C:2]([F:11])([F:10])[CH:3]1[CH2:8][CH2:7][CH2:6][CH:5]([NH2:9])[CH2:4]1.CCN(C(C)C)C(C)C.Cl[C:22]([O:24][CH2:25][C:26]1[CH:31]=[CH:30][CH:29]=[CH:28][CH:27]=1)=[O:23], predict the reaction product. The product is: [CH2:25]([O:24][C:22](=[O:23])[NH:9][CH:5]1[CH2:6][CH2:7][CH2:8][CH:3]([C:2]([F:10])([F:11])[F:1])[CH2:4]1)[C:26]1[CH:31]=[CH:30][CH:29]=[CH:28][CH:27]=1. (3) Given the reactants [CH:1]1([C@:4]2([OH:12])[CH2:8][CH2:7][NH:6][C@H:5]2[CH:9]([CH3:11])C)CC1.[Cl:13][C:14]1[CH:21]=[C:20](F)[CH:19]=[CH:18][C:15]=1[C:16]#[N:17].C(=O)([O-])[O-].[Li+].[Li+], predict the reaction product. The product is: [Cl:13][C:14]1[CH:21]=[C:20]([N:6]2[CH2:7][CH2:8][C@@:4]([OH:12])([CH3:1])[C@@H:5]2[CH2:9][CH3:11])[CH:19]=[CH:18][C:15]=1[C:16]#[N:17]. (4) Given the reactants [NH2:1][CH2:2][CH2:3][NH:4][CH2:5][CH2:6][NH:7][C@H:8]([C:18]([OH:20])=[O:19])[CH2:9][O:10][CH2:11][C:12]1[CH:17]=[CH:16][CH:15]=[CH:14][CH:13]=1.Br[CH2:22][C:23]([OH:25])=[O:24].[OH-:26].[Na+].Cl, predict the reaction product. The product is: [CH:15]1[CH:16]=[CH:17][C:12]([CH2:11][O:10][CH2:9][C@@H:8]([N:7]([CH2:8][C:18]([OH:20])=[O:19])[CH2:6][CH2:5][N:4]([CH2:22][C:23]([OH:25])=[O:24])[CH2:3][CH2:2][N:1]([CH2:12][C:11]([OH:10])=[O:26])[CH2:22][C:23]([OH:25])=[O:24])[C:18]([OH:20])=[O:19])=[CH:13][CH:14]=1.